Dataset: Full USPTO retrosynthesis dataset with 1.9M reactions from patents (1976-2016). Task: Predict the reactants needed to synthesize the given product. (1) Given the product [ClH:67].[C:28]1([C@H:38]([NH:40][C@H:41]2[CH2:45][CH2:44][N:43]([C:46]3[CH:47]=[CH:48][C:49]([C:50]([OH:52])=[O:51])=[CH:57][CH:58]=3)[CH2:42]2)[CH3:39])[C:37]2[C:32](=[CH:33][CH:34]=[CH:35][CH:36]=2)[CH:31]=[CH:30][CH:29]=1, predict the reactants needed to synthesize it. The reactants are: C(C1C=CC(N2CC[C@H](N[C@@H](C3C4C(=CC=CC=4)C=CC=3)C)C2)=CC=1)(=O)C.[C:28]1([C@H:38]([NH:40][C@H:41]2[CH2:45][CH2:44][N:43]([C:46]3[CH:58]=[CH:57][C:49]([C:50]([O:52]C(C)(C)C)=[O:51])=[CH:48][CH:47]=3)[CH2:42]2)[CH3:39])[C:37]2[C:32](=[CH:33][CH:34]=[CH:35][CH:36]=2)[CH:31]=[CH:30][CH:29]=1.FC(F)(F)C(O)=O.C(Cl)(Cl)[Cl:67]. (2) Given the product [NH2:1][C:2]1[N:3]([CH3:24])[C:4](=[O:23])[C:5]2([C:15]3[C:10](=[CH:11][CH:12]=[C:13]([C:30]4[CH:31]=[CH:32][C:27]([C:26]([F:37])([F:36])[F:25])=[CH:28][CH:29]=4)[CH:14]=3)[O:9][CH:8]([C:17]3[CH:22]=[CH:21][CH:20]=[CH:19][CH:18]=3)[CH2:7]2)[N:6]=1, predict the reactants needed to synthesize it. The reactants are: [NH2:1][C:2]1[N:3]([CH3:24])[C:4](=[O:23])[C:5]2([C:15]3[C:10](=[CH:11][CH:12]=[C:13](Br)[CH:14]=3)[O:9][CH:8]([C:17]3[CH:22]=[CH:21][CH:20]=[CH:19][CH:18]=3)[CH2:7]2)[N:6]=1.[F:25][C:26]([F:37])([F:36])[C:27]1[CH:32]=[CH:31][C:30](B(O)O)=[CH:29][CH:28]=1. (3) Given the product [NH2:1][C:2]1[C:11]([F:12])=[C:10]([F:13])[C:9]([O:14][CH3:15])=[C:8]2[C:3]=1[C:4](=[O:25])[C:5]([C:20]([OH:22])=[O:21])=[C:6]([CH3:19])[N:7]2[CH:16]1[CH2:17][CH2:18]1, predict the reactants needed to synthesize it. The reactants are: [NH2:1][C:2]1[C:11]([F:12])=[C:10]([F:13])[C:9]([O:14][CH3:15])=[C:8]2[C:3]=1[C:4](=[O:25])[C:5]([C:20]([O:22]CC)=[O:21])=[C:6]([CH3:19])[N:7]2[CH:16]1[CH2:18][CH2:17]1.[OH-].[Na+]. (4) Given the product [NH2:1][C:2]([C:4]1[NH:8][C:7]([C:9]([OH:11])=[O:10])=[C:6]([CH3:14])[C:5]=1[S:15]([C:18]1[CH:23]=[CH:22][CH:21]=[CH:20][CH:19]=1)(=[O:16])=[O:17])=[O:3], predict the reactants needed to synthesize it. The reactants are: [NH2:1][C:2]([C:4]1[NH:8][C:7]([C:9]([O:11]CC)=[O:10])=[C:6]([CH3:14])[C:5]=1[S:15]([C:18]1[CH:23]=[CH:22][CH:21]=[CH:20][CH:19]=1)(=[O:17])=[O:16])=[O:3].O.[OH-].[Li+]. (5) Given the product [F:1][C:2]1([CH2:16][OH:17])[CH2:3][CH2:4][C:5]2([O:8][C:9]3[CH:15]=[CH:14][CH:13]=[CH:12][C:10]=3[O:11]2)[CH2:6][CH2:7]1, predict the reactants needed to synthesize it. The reactants are: [F:1][C:2]1([C:16](OCC)=[O:17])[CH2:7][CH2:6][C:5]2([O:11][C:10]3[CH:12]=[CH:13][CH:14]=[CH:15][C:9]=3[O:8]2)[CH2:4][CH2:3]1.[H-].[Al+3].[Li+].[H-].[H-].[H-].[OH-].[Na+].